Dataset: Retrosynthesis with 50K atom-mapped reactions and 10 reaction types from USPTO. Task: Predict the reactants needed to synthesize the given product. (1) The reactants are: CN1CCN(c2cc(-c3ccc4c(c3)CNCC4)nc(N)n2)CC1.O=S(=O)(Cl)c1ccccc1. Given the product CN1CCN(c2cc(-c3ccc4c(c3)CN(S(=O)(=O)c3ccccc3)CC4)nc(N)n2)CC1, predict the reactants needed to synthesize it. (2) Given the product N#Cc1ccc(Sc2cccc3cnccc23)c(Cl)c1, predict the reactants needed to synthesize it. The reactants are: N#Cc1ccc(F)c(Cl)c1.Sc1cccc2cnccc12.